This data is from Forward reaction prediction with 1.9M reactions from USPTO patents (1976-2016). The task is: Predict the product of the given reaction. (1) Given the reactants [F:1][C:2]1[CH:3]=[C:4]([NH2:14])[CH:5]=[N:6][C:7]=1[CH2:8][CH2:9][S:10]([CH3:13])(=[O:12])=[O:11].N1C=CC=CC=1.Cl[C:22]([O:24][C:25]1[CH:30]=[CH:29][CH:28]=[CH:27][CH:26]=1)=[O:23], predict the reaction product. The product is: [F:1][C:2]1[CH:3]=[C:4]([NH:14][C:22](=[O:23])[O:24][C:25]2[CH:30]=[CH:29][CH:28]=[CH:27][CH:26]=2)[CH:5]=[N:6][C:7]=1[CH2:8][CH2:9][S:10]([CH3:13])(=[O:12])=[O:11]. (2) Given the reactants [Cl:1][C:2]1[CH:7]=[CH:6][C:5]([CH:8]([OH:29])[CH2:9][CH2:10][N:11]2[CH2:16][CH2:15][CH:14]([C:17]3[CH:18]=[C:19]([NH:23][C:24](=[O:28])[CH:25]([CH3:27])[CH3:26])[CH:20]=[CH:21][CH:22]=3)[CH2:13][CH2:12]2)=[CH:4][CH:3]=1.[F:30][C:31]([F:40])([F:39])[C:32]1[CH:37]=[CH:36][C:35](O)=[CH:34][CH:33]=1, predict the reaction product. The product is: [Cl:1][C:2]1[CH:3]=[CH:4][C:5]([CH:8]([O:29][C:35]2[CH:36]=[CH:37][C:32]([C:31]([F:40])([F:39])[F:30])=[CH:33][CH:34]=2)[CH2:9][CH2:10][N:11]2[CH2:16][CH2:15][CH:14]([C:17]3[CH:18]=[C:19]([NH:23][C:24](=[O:28])[CH:25]([CH3:26])[CH3:27])[CH:20]=[CH:21][CH:22]=3)[CH2:13][CH2:12]2)=[CH:6][CH:7]=1. (3) Given the reactants [CH2:1]([O:4][C:5]1([CH3:46])[CH2:10][CH2:9][N:8]([C:11]2[N:16]3[N:17]=[C:18]([CH2:20][O:21][CH2:22][C:23]4[CH:28]=[CH:27][C:26]([C:29]([F:32])([F:31])[F:30])=[CH:25][C:24]=4Br)[CH:19]=[C:15]3[N:14]=[C:13]([CH3:34])[C:12]=2[C@H:35]([O:41][C:42]([CH3:45])([CH3:44])[CH3:43])[C:36]([O:38][CH2:39][CH3:40])=[O:37])[CH2:7][CH2:6]1)[CH:2]=[CH2:3].C(N(CC)CC)C.C1(P(C2C=CC=CC=2)C2C=CC=CC=2)C=CC=CC=1, predict the reaction product. The product is: [C:42]([O:41][C@@H:35]([C:12]1[C:13]([CH3:34])=[N:14][C:15]2=[CH:19][C:18]3=[N:17][N:16]2[C:11]=1[N:8]1[CH2:7][CH2:6][C:5]([CH3:46])([O:4][CH2:1][CH:2]=[CH:3][C:24]2[CH:25]=[C:26]([C:29]([F:32])([F:31])[F:30])[CH:27]=[CH:28][C:23]=2[CH2:22][O:21][CH2:20]3)[CH2:10][CH2:9]1)[C:36]([O:38][CH2:39][CH3:40])=[O:37])([CH3:45])([CH3:43])[CH3:44]. (4) Given the reactants [Si]([O:18][C:19]1[CH:51]=[CH:50][C:22]([O:23][CH2:24][C@@H:25]([OH:49])[CH2:26][NH:27][CH2:28][CH2:29][C:30]2[CH:35]=[CH:34][C:33]([S:36]([CH2:39][C:40]3[N:44]=[C:43]([C:45]([CH3:48])([CH3:47])[CH3:46])[O:42][N:41]=3)(=[O:38])=[O:37])=[CH:32][CH:31]=2)=[CH:21][CH:20]=1)(C(C)(C)C)(C1C=CC=CC=1)C1C=CC=CC=1.CCCC[N+](CCCC)(CCCC)CCCC.[F-], predict the reaction product. The product is: [C:45]([C:43]1[O:42][N:41]=[C:40]([CH2:39][S:36]([C:33]2[CH:34]=[CH:35][C:30]([CH2:29][CH2:28][NH:27][CH2:26][C@H:25]([OH:49])[CH2:24][O:23][C:22]3[CH:21]=[CH:20][C:19]([OH:18])=[CH:51][CH:50]=3)=[CH:31][CH:32]=2)(=[O:37])=[O:38])[N:44]=1)([CH3:48])([CH3:46])[CH3:47]. (5) The product is: [Cl:1][C:2]1[CH:3]=[C:4]([NH:5][C:42]2[C:43]3[N:35]([CH2:34][CH2:33][OH:32])[CH:36]=[CH:37][C:38]=3[N:39]=[CH:40][N:41]=2)[CH:6]=[CH:7][C:8]=1[O:9][C:10]1[C:19]2[C:14](=[C:15]([C:20]([F:23])([F:21])[F:22])[CH:16]=[CH:17][CH:18]=2)[N:13]=[CH:12][CH:11]=1. Given the reactants [Cl:1][C:2]1[CH:3]=[C:4]([CH:6]=[CH:7][C:8]=1[O:9][C:10]1[C:19]2[C:14](=[C:15]([C:20]([F:23])([F:22])[F:21])[CH:16]=[CH:17][CH:18]=2)[N:13]=[CH:12][CH:11]=1)[NH2:5].C([O:32][CH2:33][CH2:34][N:35]1[C:43]2[C:42](Cl)=[N:41][CH:40]=[N:39][C:38]=2[CH:37]=[CH:36]1)(=O)C1C=CC=CC=1.Cl.N1C=CC=CC=1, predict the reaction product.